This data is from Forward reaction prediction with 1.9M reactions from USPTO patents (1976-2016). The task is: Predict the product of the given reaction. (1) Given the reactants [NH2:1][CH:2]1[C:10]2[C:5](=[CH:6][CH:7]=[CH:8][CH:9]=2)[CH2:4][CH2:3]1.[CH2:11](Cl)[C:12]#[CH:13].C(=O)([O-])[O-].[K+].[K+], predict the reaction product. The product is: [CH:11]#[C:12][CH2:13][NH:1][C@H:2]1[C:10]2[CH:9]=[CH:8][CH:7]=[CH:6][C:5]=2[CH2:4][CH2:3]1. (2) Given the reactants [NH2:1][C@@H:2]1[CH2:7][CH2:6][CH2:5][N:4]([C:8]2[N:13]3[N:14]=[CH:15][CH:16]=[C:12]3[N:11]=[C:10]([NH:17][C:18](=[O:29])[C:19]3[CH:24]=[CH:23][C:22]([C:25]([OH:28])([CH3:27])[CH3:26])=[CH:21][CH:20]=3)[CH:9]=2)[CH2:3]1.F[C:31](F)(F)[C:32]([O-])=[O:33].C(Cl)(=O)C.O, predict the reaction product. The product is: [C:32]([NH:1][C@@H:2]1[CH2:7][CH2:6][CH2:5][N:4]([C:8]2[N:13]3[N:14]=[CH:15][CH:16]=[C:12]3[N:11]=[C:10]([NH:17][C:18](=[O:29])[C:19]3[CH:24]=[CH:23][C:22]([C:25]([OH:28])([CH3:26])[CH3:27])=[CH:21][CH:20]=3)[CH:9]=2)[CH2:3]1)(=[O:33])[CH3:31]. (3) Given the reactants [BH4-].[Na+].[Cl-].[Ca+2].[Cl-].C(O[C:9]([C:11]1[CH:12]=[CH:13][C:14]([C:17]([OH:19])=[O:18])=[N:15][CH:16]=1)=[O:10])C.S(=O)(=O)(O)O.[CH2:25](O)[CH3:26], predict the reaction product. The product is: [OH:10][CH2:9][C:11]1[CH:12]=[CH:13][C:14]([C:17]([O:19][CH2:25][CH3:26])=[O:18])=[N:15][CH:16]=1. (4) Given the reactants [F:1][C:2]1[CH:3]=[C:4]([C:13]([O:15]CC)=[O:14])[C:5](=[O:12])[N:6]([CH:9]([CH3:11])[CH3:10])[C:7]=1[CH3:8].ClC1C=C(C(OCC)=O)C(=O)N(C(C)C)C=1C, predict the reaction product. The product is: [F:1][C:2]1[CH:3]=[C:4]([C:13]([OH:15])=[O:14])[C:5](=[O:12])[N:6]([CH:9]([CH3:11])[CH3:10])[C:7]=1[CH3:8]. (5) Given the reactants [CH3:1][N:2]1[C:10]2[C:5](=[CH:6][CH:7]=[CH:8][CH:9]=2)[C:4]([C:11]([OH:13])=O)=[N:3]1.O1CCCC1.C(Cl)(=O)C(Cl)=O.[NH2:25][C:26]1[CH:27]=[C:28]([CH:45]=[CH:46][CH:47]=1)[O:29][C:30]1[CH:31]=[CH:32][C:33]2[N:34]([N:36]=[C:37]([NH:39][C:40]([CH:42]3[CH2:44][CH2:43]3)=[O:41])[N:38]=2)[CH:35]=1, predict the reaction product. The product is: [CH:42]1([C:40]([NH:39][C:37]2[N:38]=[C:33]3[CH:32]=[CH:31][C:30]([O:29][C:28]4[CH:27]=[C:26]([NH:25][C:11]([C:4]5[C:5]6[C:10](=[CH:9][CH:8]=[CH:7][CH:6]=6)[N:2]([CH3:1])[N:3]=5)=[O:13])[CH:47]=[CH:46][CH:45]=4)=[CH:35][N:34]3[N:36]=2)=[O:41])[CH2:43][CH2:44]1.